From a dataset of CYP3A4 inhibition data for predicting drug metabolism from PubChem BioAssay. Regression/Classification. Given a drug SMILES string, predict its absorption, distribution, metabolism, or excretion properties. Task type varies by dataset: regression for continuous measurements (e.g., permeability, clearance, half-life) or binary classification for categorical outcomes (e.g., BBB penetration, CYP inhibition). Dataset: cyp3a4_veith. (1) The molecule is CCCCCNCc1ccc(Br)cc1.Cl. The result is 0 (non-inhibitor). (2) The drug is CNC[C@H](O)c1ccc(O)c(OC)c1. The result is 0 (non-inhibitor). (3) The molecule is O=C(C1CCN(S(=O)(=O)N2CCOCC2)CC1)N1CCN(c2ccccc2)CC1. The result is 0 (non-inhibitor). (4) The drug is O=c1cnc2cnc(Nc3ccccc3)nc2n1CCc1ccccc1. The result is 0 (non-inhibitor). (5) The molecule is CC(C)(C)c1cc(/C=N/n2cnnc2)cc(C(C)(C)C)c1O. The result is 1 (inhibitor). (6) The molecule is O=C(O)c1ccccc1N[C@H](c1ccccc1)c1ccc2cccnc2c1O. The result is 0 (non-inhibitor). (7) The molecule is Cc1ccc(S(=O)(=O)Nc2nc(C)c(NC(=O)Nc3ccc(Cl)cc3Cl)s2)cc1. The result is 1 (inhibitor).